Dataset: Peptide-MHC class I binding affinity with 185,985 pairs from IEDB/IMGT. Task: Regression. Given a peptide amino acid sequence and an MHC pseudo amino acid sequence, predict their binding affinity value. This is MHC class I binding data. (1) The peptide sequence is IIVDSQYVM. The MHC is HLA-B54:01 with pseudo-sequence HLA-B54:01. The binding affinity (normalized) is 0.158. (2) The peptide sequence is CTPPALNCY. The MHC is HLA-A29:02 with pseudo-sequence HLA-A29:02. The binding affinity (normalized) is 0.337. (3) The peptide sequence is MQKFTILEYL. The MHC is HLA-A02:01 with pseudo-sequence HLA-A02:01. The binding affinity (normalized) is 0.240. (4) The binding affinity (normalized) is 0.0847. The MHC is HLA-B27:03 with pseudo-sequence HLA-B27:03. The peptide sequence is WLGWGHAWV. (5) The peptide sequence is IKLEPVHGVY. The MHC is HLA-A02:01 with pseudo-sequence HLA-A02:01. The binding affinity (normalized) is 0.0412.